This data is from Reaction yield outcomes from USPTO patents with 853,638 reactions. The task is: Predict the reaction yield, written as a fraction of the theoretical maximum amount of product (1.0 means a 100% yield; for example, 0.34 means a 34% yield). (1) The reactants are [C:1]([C:4]1[CH:26]=[CH:25][C:7]([O:8][C:9]2[CH:18]=[C:17]3[C:12]([CH:13]([C:19]([O:21][CH2:22][CH3:23])=[O:20])[CH2:14][CH2:15][O:16]3)=[CH:11][C:10]=2[Cl:24])=[C:6]([N+:27]([O-])=O)[CH:5]=1)(=[O:3])[NH2:2].[Cl-].[NH4+]. The catalyst is C1COCC1.[Zn]. The product is [NH2:27][C:6]1[CH:5]=[C:4]([C:1](=[O:3])[NH2:2])[CH:26]=[CH:25][C:7]=1[O:8][C:9]1[CH:18]=[C:17]2[C:12]([CH:13]([C:19]([O:21][CH2:22][CH3:23])=[O:20])[CH2:14][CH2:15][O:16]2)=[CH:11][C:10]=1[Cl:24]. The yield is 0.830. (2) The reactants are [F:1][C:2]([F:7])([F:6])[C:3]([OH:5])=[O:4].[CH2:8]([N:10]([CH2:49][CH3:50])[CH2:11][CH2:12][CH2:13][NH:14][C:15]1[N:16]=[C:17]([C:34]2[CH:35]=[C:36]([CH:44]=[C:45]([F:48])[C:46]=2[CH3:47])[C:37]([O:39]C(C)(C)C)=[O:38])[C:18]2[CH:24]=[CH:23][C:22](=[O:25])[N:21]([C:26]3[C:31]([F:32])=[CH:30][CH:29]=[CH:28][C:27]=3[F:33])[C:19]=2[N:20]=1)[CH3:9].ClCCl.C(O)(C(F)(F)F)=O.C([SiH](CC)CC)C. No catalyst specified. The product is [F:1][C:2]([F:7])([F:6])[C:3]([OH:5])=[O:4].[CH2:49]([N:10]([CH2:8][CH3:9])[CH2:11][CH2:12][CH2:13][NH:14][C:15]1[N:16]=[C:17]([C:34]2[CH:35]=[C:36]([CH:44]=[C:45]([F:48])[C:46]=2[CH3:47])[C:37]([OH:39])=[O:38])[C:18]2[CH:24]=[CH:23][C:22](=[O:25])[N:21]([C:26]3[C:27]([F:33])=[CH:28][CH:29]=[CH:30][C:31]=3[F:32])[C:19]=2[N:20]=1)[CH3:50]. The yield is 0.400. (3) The reactants are [Br:1][C:2]1[S:6][C:5]2=[N:7][C:8]([C:10](Cl)=[O:11])=[CH:9][N:4]2[N:3]=1.[NH2:13][C:14]1[C:19]([OH:20])=[CH:18][C:17]([O:21][CH3:22])=[CH:16][C:15]=1[OH:23].C(N(CC)CC)C. The yield is 0.120. The catalyst is CN(C=O)C. The product is [Br:1][C:2]1[S:6][C:5]2=[N:7][C:8]([C:10]([NH:13][C:14]3[C:19]([OH:20])=[CH:18][C:17]([O:21][CH3:22])=[CH:16][C:15]=3[OH:23])=[O:11])=[CH:9][N:4]2[N:3]=1. (4) The reactants are [Cl:1][CH2:2][C:3](Cl)=[O:4].[NH:6]([CH2:20][CH2:21][N:22]1[C:30](=[O:31])[C:29]2[C:24](=[CH:25][CH:26]=[CH:27][CH:28]=2)[C:23]1=[O:32])[CH2:7][CH2:8][N:9]1[C:17](=[O:18])[C:16]2[C:11](=[CH:12][CH:13]=[CH:14][CH:15]=2)[C:10]1=[O:19].CCN(CC)CC. The catalyst is C(Cl)Cl. The product is [Cl:1][CH2:2][C:3]([N:6]([CH2:7][CH2:8][N:9]1[C:17](=[O:18])[C:16]2[C:11](=[CH:12][CH:13]=[CH:14][CH:15]=2)[C:10]1=[O:19])[CH2:20][CH2:21][N:22]1[C:23](=[O:32])[C:24]2[C:29](=[CH:28][CH:27]=[CH:26][CH:25]=2)[C:30]1=[O:31])=[O:4]. The yield is 0.980. (5) The reactants are Br[C:2]1[CH:3]=[CH:4][C:5]([O:8][CH2:9][CH:10]2[CH2:15][CH2:14][N:13]([CH2:16][C:17]3([C:21]([F:24])([F:23])[F:22])[CH2:20][CH2:19][CH2:18]3)[CH2:12][CH2:11]2)=[N:6][CH:7]=1.[F:25][C:26]1[CH:31]=[C:30]([C:32]([O:34][CH3:35])=[O:33])[CH:29]=[CH:28][C:27]=1B(O)O.C([O-])([O-])=O.[Cs+].[Cs+].O1CCOCC1. The product is [F:25][C:26]1[CH:31]=[C:30]([CH:29]=[CH:28][C:27]=1[C:2]1[CH:7]=[N:6][C:5]([O:8][CH2:9][CH:10]2[CH2:15][CH2:14][N:13]([CH2:16][C:17]3([C:21]([F:24])([F:23])[F:22])[CH2:20][CH2:19][CH2:18]3)[CH2:12][CH2:11]2)=[CH:4][CH:3]=1)[C:32]([O:34][CH3:35])=[O:33]. The catalyst is O. The yield is 0.460. (6) The reactants are [CH3:1][C:2]1[CH:10]=[C:9]2[C:5]([C:6]([C:11]3[N:12]=[C:13]4[C:19]([C:20](O)=[O:21])=[CH:18][NH:17][C:14]4=[N:15][CH:16]=3)=[N:7][NH:8]2)=[CH:4][CH:3]=1.CCN=C=NCCCN(C)C.[NH2:34][C:35]1([CH2:38][OH:39])[CH2:37][CH2:36]1.O. The catalyst is CN(C1C=CN=CC=1)C.CN(C=O)C. The product is [OH:39][CH2:38][C:35]1([NH:34][C:20]([C:19]2[C:13]3[C:14](=[N:15][CH:16]=[C:11]([C:6]4[C:5]5[C:9](=[CH:10][C:2]([CH3:1])=[CH:3][CH:4]=5)[NH:8][N:7]=4)[N:12]=3)[NH:17][CH:18]=2)=[O:21])[CH2:37][CH2:36]1. The yield is 0.0810.